From a dataset of Peptide-MHC class I binding affinity with 185,985 pairs from IEDB/IMGT. Regression. Given a peptide amino acid sequence and an MHC pseudo amino acid sequence, predict their binding affinity value. This is MHC class I binding data. The peptide sequence is ESDKGSSQS. The MHC is HLA-B44:02 with pseudo-sequence HLA-B44:02. The binding affinity (normalized) is 0.0847.